Dataset: Peptide-MHC class II binding affinity with 134,281 pairs from IEDB. Task: Regression. Given a peptide amino acid sequence and an MHC pseudo amino acid sequence, predict their binding affinity value. This is MHC class II binding data. (1) The peptide sequence is GEGIPLYDAIKCMRT. The MHC is DRB1_0401 with pseudo-sequence DRB1_0401. The binding affinity (normalized) is 0.0756. (2) The peptide sequence is FKSGRGCGSCFEIKC. The MHC is DRB1_0901 with pseudo-sequence DRB1_0901. The binding affinity (normalized) is 0.344. (3) The peptide sequence is MPVTAASAAQ. The MHC is H-2-IAb with pseudo-sequence H-2-IAb. The binding affinity (normalized) is 0.303. (4) The peptide sequence is ATAANAAPANDKFTV. The MHC is DRB1_1101 with pseudo-sequence DRB1_1101. The binding affinity (normalized) is 0.0716. (5) The peptide sequence is VDGRGNYNTDLLPDW. The MHC is DRB1_0701 with pseudo-sequence DRB1_0701. The binding affinity (normalized) is 0. (6) The peptide sequence is PPFGDSYIIVGRGDS. The MHC is DRB5_0101 with pseudo-sequence DRB5_0101. The binding affinity (normalized) is 0.312.